Dataset: Catalyst prediction with 721,799 reactions and 888 catalyst types from USPTO. Task: Predict which catalyst facilitates the given reaction. (1) Reactant: [CH2:1]([O:3][C:4](=[O:21])[C:5]([CH:7]1[C:12](=O)[CH2:11][CH2:10][N:9]([CH2:14][C:15]2[CH:20]=[CH:19][CH:18]=[CH:17][CH:16]=2)[CH2:8]1)=O)[CH3:2].O.[NH2:23][NH2:24].O.C(OCC)(=O)C. Product: [CH2:1]([O:3][C:4]([C:5]1[C:7]2[CH2:8][N:9]([CH2:14][C:15]3[CH:20]=[CH:19][CH:18]=[CH:17][CH:16]=3)[CH2:10][CH2:11][C:12]=2[NH:24][N:23]=1)=[O:21])[CH3:2]. The catalyst class is: 15. (2) Reactant: [Cl:1][C:2]1[C:11]([NH:12][C:13](=O)[CH2:14][O:15][CH2:16][CH3:17])=[C:10]([NH:19][CH2:20][CH2:21][CH2:22][C:23]#[CH:24])[C:9]2[C:4](=[CH:5][CH:6]=[CH:7][CH:8]=2)[N:3]=1.C(=O)([O-])[O-].[K+].[K+]. Product: [Cl:1][C:2]1[C:11]2[N:12]=[C:13]([CH2:14][O:15][CH2:16][CH3:17])[N:19]([CH2:20][CH2:21][CH2:22][C:23]#[CH:24])[C:10]=2[C:9]2[CH:8]=[CH:7][CH:6]=[CH:5][C:4]=2[N:3]=1. The catalyst class is: 40. (3) Reactant: [NH2:1][C@@H:2]1[CH2:7][CH2:6][CH2:5][CH2:4][C@@H:3]1[NH:8][C:9]1[C:18]2[C:13](=[CH:14][CH:15]=[C:16]([CH3:19])[CH:17]=2)[N:12]=[C:11]([C:20]([NH:22][CH2:23][CH2:24][O:25][CH3:26])=[O:21])[N:10]=1.Cl.C(O[C:31](=[NH:33])[CH3:32])C.C(N(CC)CC)C. Product: [C:31]([NH:1][C@@H:2]1[CH2:7][CH2:6][CH2:5][CH2:4][C@@H:3]1[NH:8][C:9]1[C:18]2[C:13](=[CH:14][CH:15]=[C:16]([CH3:19])[CH:17]=2)[N:12]=[C:11]([C:20]([NH:22][CH2:23][CH2:24][O:25][CH3:26])=[O:21])[N:10]=1)(=[NH:33])[CH3:32]. The catalyst class is: 8. (4) Reactant: [Cl:1][C:2]1[CH:7]=[CH:6][C:5]([C:8]([C:11]2[N:15]([C:16]3[CH:21]=[CH:20][C:19]([F:22])=[CH:18][CH:17]=3)[C:14]([S:23][CH2:24][C:25]3[CH:33]=[CH:32][C:28]([C:29](O)=[O:30])=[CH:27][C:26]=3[F:34])=[N:13][CH:12]=2)([CH3:10])[CH3:9])=[CH:4][C:3]=1[O:35][CH3:36].S(Cl)(Cl)=O.[NH2:41][CH2:42][CH2:43][S:44]([OH:47])(=[O:46])=[O:45].[CH3:48][CH2:49][N:50]([CH2:53][CH3:54])[CH2:51][CH3:52]. Product: [Cl:1][C:2]1[CH:7]=[CH:6][C:5]([C:8]([C:11]2[N:15]([C:16]3[CH:21]=[CH:20][C:19]([F:22])=[CH:18][CH:17]=3)[C:14]([S:23][CH2:24][C:25]3[CH:33]=[CH:32][C:28]([C:29]([NH:41][CH2:42][CH2:43][S:44]([O-:47])(=[O:46])=[O:45])=[O:30])=[CH:27][C:26]=3[F:34])=[N:13][CH:12]=2)([CH3:9])[CH3:10])=[CH:4][C:3]=1[O:35][CH3:36].[CH2:49]([NH+:50]([CH2:53][CH3:54])[CH2:51][CH3:52])[CH3:48]. The catalyst class is: 2. (5) The catalyst class is: 1. Product: [Br:75][CH2:76][C:77]([NH:1][CH2:2][CH2:3][CH2:4][CH2:5][CH2:6][CH2:7][N:8]([CH3:67])[C@H:9]([C:13]([NH:15][C@H:16]([C:20]([N:22]([C@@H:24]([C@@H:63]([CH3:66])[CH2:64][CH3:65])[C@H:25]([O:61][CH3:62])[CH2:26][C:27]([N:29]1[CH2:33][CH2:32][CH2:31][C@H:30]1[C@H:34]([O:59][CH3:60])[C@@H:35]([CH3:58])[C:36]([NH:38][C@@H:39]([CH2:48][C:49]1[C:57]2[C:52](=[CH:53][CH:54]=[CH:55][CH:56]=2)[NH:51][CH:50]=1)[C:40]([N:42]1[CH2:47][CH2:46][CH2:45][CH2:44][O:43]1)=[O:41])=[O:37])=[O:28])[CH3:23])=[O:21])[CH:17]([CH3:18])[CH3:19])=[O:14])[CH:10]([CH3:12])[CH3:11])=[O:78]. Reactant: [NH2:1][CH2:2][CH2:3][CH2:4][CH2:5][CH2:6][CH2:7][N:8]([CH3:67])[C@H:9]([C:13]([NH:15][C@H:16]([C:20]([N:22]([C@@H:24]([C@@H:63]([CH3:66])[CH2:64][CH3:65])[C@H:25]([O:61][CH3:62])[CH2:26][C:27]([N:29]1[CH2:33][CH2:32][CH2:31][C@H:30]1[C@H:34]([O:59][CH3:60])[C@@H:35]([CH3:58])[C:36]([NH:38][C@@H:39]([CH2:48][C:49]1[C:57]2[C:52](=[CH:53][CH:54]=[CH:55][CH:56]=2)[NH:51][CH:50]=1)[C:40]([N:42]1[CH2:47][CH2:46][CH2:45][CH2:44][O:43]1)=[O:41])=[O:37])=[O:28])[CH3:23])=[O:21])[CH:17]([CH3:19])[CH3:18])=[O:14])[CH:10]([CH3:12])[CH3:11].C(N(CC)CC)C.[Br:75][CH2:76][C:77](Cl)=[O:78]. (6) Reactant: CS[CH2:3][C@H:4]([N:6]1[C:14]2[C:9](=[C:10]([C:17]([F:20])([F:19])[F:18])[C:11]([C:15]#[N:16])=[CH:12][CH:13]=2)[CH:8]=[CH:7]1)[CH3:5].O[O:22][S:23]([O-:25])=O.[K+].[CH3:27]O. Product: [CH3:27][S:23]([CH2:5][C@H:4]([N:6]1[C:14]2[C:9](=[C:10]([C:17]([F:19])([F:18])[F:20])[C:11]([C:15]#[N:16])=[CH:12][CH:13]=2)[CH:8]=[CH:7]1)[CH3:3])(=[O:25])=[O:22]. The catalyst class is: 6. (7) Reactant: Cl[C:2]1[N:7]=[CH:6][N:5]=[C:4]([OH:8])[CH:3]=1.[Cl:9][C:10]1[C:11]([F:19])=[C:12](B(O)O)[CH:13]=[CH:14][CH:15]=1.CCN(C(C)C)C(C)C. Product: [Cl:9][C:10]1[C:11]([F:19])=[C:12]([C:2]2[N:7]=[CH:6][N:5]=[C:4]([OH:8])[CH:3]=2)[CH:13]=[CH:14][CH:15]=1. The catalyst class is: 73. (8) Reactant: [CH3:1][S-:2].[Na+].CN(C)C=O.[CH3:9][O:10][C:11]1[C:29]([O:30][CH3:31])=[C:28]([O:32][CH3:33])[CH:27]=[C:26]([CH3:34])[C:12]=1[C:13]([C:15]1[C:16](Cl)=[N:17][CH:18]=[CH:19][C:20]=1[C:21]([F:24])([F:23])[F:22])=[O:14].O. Product: [CH3:9][O:10][C:11]1[C:29]([O:30][CH3:31])=[C:28]([O:32][CH3:33])[CH:27]=[C:26]([CH3:34])[C:12]=1[C:13]([C:15]1[C:16]([S:2][CH3:1])=[N:17][CH:18]=[CH:19][C:20]=1[C:21]([F:24])([F:23])[F:22])=[O:14]. The catalyst class is: 13.